This data is from Full USPTO retrosynthesis dataset with 1.9M reactions from patents (1976-2016). The task is: Predict the reactants needed to synthesize the given product. Given the product [CH3:22][C:15]1[CH:14]=[C:13]([N:10]2[CH2:11][CH2:12][C@H:8]([CH2:7][N:3]3[CH2:4][CH2:5][CH2:6][C@@H:2]3[CH3:1])[CH2:9]2)[CH:18]=[CH:17][C:16]=1[NH2:19], predict the reactants needed to synthesize it. The reactants are: [CH3:1][C@H:2]1[CH2:6][CH2:5][CH2:4][N:3]1[CH2:7][C@H:8]1[CH2:12][CH2:11][N:10]([C:13]2[CH:18]=[CH:17][C:16]([N+:19]([O-])=O)=[C:15]([CH3:22])[CH:14]=2)[CH2:9]1.